Dataset: Catalyst prediction with 721,799 reactions and 888 catalyst types from USPTO. Task: Predict which catalyst facilitates the given reaction. (1) Reactant: [Si:1]([O:8][C@H:9]1[CH2:13][CH2:12][N:11]([CH2:14][C@H:15]([C:17]2[CH:22]=[CH:21][CH:20]=[C:19]([O:23][C:24]([F:27])([F:26])[F:25])[CH:18]=2)O)[CH2:10]1)([C:4]([CH3:7])([CH3:6])[CH3:5])([CH3:3])[CH3:2].CS(Cl)(=O)=O.[CH2:33]([NH2:35])[CH3:34]. Product: [Si:1]([O:8][C@H:9]1[CH2:13][CH2:12][N:11]([CH2:14][C@H:15]([C:17]2[CH:22]=[CH:21][CH:20]=[C:19]([O:23][C:24]([F:27])([F:26])[F:25])[CH:18]=2)[NH:35][CH2:33][CH3:34])[CH2:10]1)([C:4]([CH3:7])([CH3:6])[CH3:5])([CH3:3])[CH3:2]. The catalyst class is: 4. (2) Reactant: C([O:4][CH2:5][C:6]1[C:14]([S:15]([CH3:18])(=[O:17])=[O:16])=[CH:13][C:12]2[N:11]3[CH2:19][CH2:20][N:21]([C:26]4[N:31]=[C:30]([C:32]([F:35])([F:34])[F:33])[C:29]([C:36](=[O:38])[CH3:37])=[CH:28][N:27]=4)[CH:22]([CH:23]([CH3:25])[CH3:24])[C:10]3=[CH:9][C:8]=2[CH:7]=1)(=O)C.[CH3:39][Mg]Cl.[NH4+].[Cl-].O. Product: [OH:4][CH2:5][C:6]1[C:14]([S:15]([CH3:18])(=[O:17])=[O:16])=[CH:13][C:12]2[N:11]3[CH2:19][CH2:20][N:21]([C:26]4[N:31]=[C:30]([C:32]([F:35])([F:34])[F:33])[C:29]([C:36]([OH:38])([CH3:39])[CH3:37])=[CH:28][N:27]=4)[CH:22]([CH:23]([CH3:25])[CH3:24])[C:10]3=[CH:9][C:8]=2[CH:7]=1. The catalyst class is: 1.